This data is from Catalyst prediction with 721,799 reactions and 888 catalyst types from USPTO. The task is: Predict which catalyst facilitates the given reaction. (1) Reactant: [F-].C([N+](CCCC)(CCCC)CCCC)CCC.[C:19]([O:23][C:24](=[O:52])[N:25]([CH2:43][CH2:44][C:45]1[CH:50]=[CH:49][CH:48]=[C:47]([Br:51])[CH:46]=1)[C@H:26]([C:28]1[CH:33]=[CH:32][CH:31]=[C:30]([C:34](C)(C)[O:35][SiH2]C(C)(C)C)[N:29]=1)[CH3:27])([CH3:22])([CH3:21])[CH3:20]. Product: [C:19]([O:23][C:24](=[O:52])[N:25]([CH2:43][CH2:44][C:45]1[CH:50]=[CH:49][CH:48]=[C:47]([Br:51])[CH:46]=1)[C@H:26]([C:28]1[CH:33]=[CH:32][CH:31]=[C:30]([CH2:34][OH:35])[N:29]=1)[CH3:27])([CH3:20])([CH3:21])[CH3:22]. The catalyst class is: 1. (2) Reactant: Br.Br[CH:3]([C:5]1[CH:6]=[C:7]2[C:12](=[CH:13][CH:14]=1)[N:11]=[CH:10][CH:9]=[CH:8]2)[CH3:4].[C:15]([NH:22][CH:23]1[CH2:28][CH2:27][NH:26][CH2:25][CH2:24]1)([O:17][C:18]([CH3:21])([CH3:20])[CH3:19])=[O:16].C(=O)([O-])[O-].[K+].[K+].CN(C=O)C. Product: [C:18]([O:17][C:15](=[O:16])[NH:22][CH:23]1[CH2:28][CH2:27][N:26]([CH:3]([C:5]2[CH:6]=[C:7]3[C:12](=[CH:13][CH:14]=2)[N:11]=[CH:10][CH:9]=[CH:8]3)[CH3:4])[CH2:25][CH2:24]1)([CH3:21])([CH3:19])[CH3:20]. The catalyst class is: 6. (3) Reactant: [CH:1]1([CH:5]2[C:17]3[C:18]4[N:9]([CH2:10][CH:11](C(OC(C)(C)C)=O)[NH:12][C:13]=4[CH:14]=[CH:15][CH:16]=3)[CH2:8][CH2:7][NH:6]2)[CH2:4][CH2:3][CH2:2]1.[F:26][C:27]([F:32])([F:31])[C:28]([OH:30])=[O:29]. Product: [F:26][C:27]([F:32])([F:31])[C:28]([OH:30])=[O:29].[CH:1]1([CH:5]2[C:17]3[C:18]4[N:9]([CH2:10][CH2:11][NH:12][C:13]=4[CH:14]=[CH:15][CH:16]=3)[CH2:8][CH2:7][NH:6]2)[CH2:2][CH2:3][CH2:4]1. The catalyst class is: 4. (4) The catalyst class is: 59. Product: [C:31]([C:26]1([C:23]2[CH:22]=[CH:21][C:20]([NH:19][C:6](=[O:8])[C:5]3[CH:9]=[CH:10][C:2]([OH:1])=[C:3]([O:11][CH3:12])[CH:4]=3)=[CH:25][CH:24]=2)[CH2:30][CH2:29][CH2:28][CH2:27]1)#[N:32]. Reactant: [OH:1][C:2]1[CH:10]=[CH:9][C:5]([C:6]([OH:8])=O)=[CH:4][C:3]=1[O:11][CH3:12].C(Cl)(=O)C(Cl)=O.[NH2:19][C:20]1[CH:25]=[CH:24][C:23]([C:26]2([C:31]#[N:32])[CH2:30][CH2:29][CH2:28][CH2:27]2)=[CH:22][CH:21]=1.C(N(CC)CC)C. (5) Reactant: [C:1]([N:8]1[CH2:11][CH:10]([OH:12])[CH2:9]1)([O:3][C:4]([CH3:7])([CH3:6])[CH3:5])=[O:2].[H-].[Na+].[Cl:15][C:16]1[N:21]=[C:20](S(C)(=O)=O)[N:19]=[C:18]([N:26]2[CH2:31][CH2:30][O:29][CH2:28][CH2:27]2)[CH:17]=1. Product: [Cl:15][C:16]1[CH:17]=[C:18]([N:26]2[CH2:31][CH2:30][O:29][CH2:28][CH2:27]2)[N:19]=[C:20]([O:12][CH:10]2[CH2:11][N:8]([C:1]([O:3][C:4]([CH3:7])([CH3:6])[CH3:5])=[O:2])[CH2:9]2)[N:21]=1. The catalyst class is: 3.